From a dataset of Full USPTO retrosynthesis dataset with 1.9M reactions from patents (1976-2016). Predict the reactants needed to synthesize the given product. (1) Given the product [CH2:10]([O:17][N:18]1[C:24](=[O:25])[N:23]2[CH2:26][C@H:19]1[CH2:20][CH2:21][C@H:22]2[C:27]([NH2:3])=[O:29])[C:11]1[CH:12]=[CH:13][CH:14]=[CH:15][CH:16]=1, predict the reactants needed to synthesize it. The reactants are: CC[N:3](C(C)C)C(C)C.[CH2:10]([O:17][N:18]1[C:24](=[O:25])[N:23]2[CH2:26][C@H:19]1[CH2:20][CH2:21][C@H:22]2[C:27]([OH:29])=O)[C:11]1[CH:16]=[CH:15][CH:14]=[CH:13][CH:12]=1.CCN=C=NCCCN(C)C.C1C=CC2N(O)N=NC=2C=1.[NH4+].[Cl-]. (2) Given the product [Cl:1][C:2]1[C:7]([N:8]2[CH2:17][C:16]3[C:11](=[N:12][C:13]([NH:50][CH3:49])=[N:14][CH:15]=3)[N:10]([CH2:20][CH3:21])[C:9]2=[O:22])=[CH:6][C:5]([NH:23][C:24]([NH:26][C:27]2[CH:32]=[CH:31][CH:30]=[C:29]([C:33]([F:36])([F:35])[F:34])[CH:28]=2)=[O:25])=[C:4]([F:37])[CH:3]=1, predict the reactants needed to synthesize it. The reactants are: [Cl:1][C:2]1[C:7]([N:8]2[CH2:17][C:16]3[C:11](=[N:12][C:13](SC)=[N:14][CH:15]=3)[N:10]([CH2:20][CH3:21])[C:9]2=[O:22])=[CH:6][C:5]([NH:23][C:24]([NH:26][C:27]2[CH:32]=[CH:31][CH:30]=[C:29]([C:33]([F:36])([F:35])[F:34])[CH:28]=2)=[O:25])=[C:4]([F:37])[CH:3]=1.C1C=C(Cl)C=C(C(OO)=O)C=1.[CH3:49][NH2:50].